This data is from Catalyst prediction with 721,799 reactions and 888 catalyst types from USPTO. The task is: Predict which catalyst facilitates the given reaction. Reactant: [F:1][C:2]([F:19])([F:18])[C:3]1[CH:8]=[CH:7][C:6]([C:9]2[C:10]([C:15]([OH:17])=O)=[CH:11][CH:12]=[CH:13][CH:14]=2)=[CH:5][CH:4]=1.[NH2:20][CH:21]1[CH2:26][CH2:25][N:24]([CH2:27][C:28]2[CH:33]=[CH:32][CH:31]=[CH:30][CH:29]=2)[CH2:23][CH2:22]1.O.ON1C2C=CC=CC=2N=N1.Cl.C(N=C=NCCCN(C)C)C. Product: [CH2:27]([N:24]1[CH2:25][CH2:26][CH:21]([NH:20][C:15]([C:10]2[C:9]([C:6]3[CH:5]=[CH:4][C:3]([C:2]([F:1])([F:19])[F:18])=[CH:8][CH:7]=3)=[CH:14][CH:13]=[CH:12][CH:11]=2)=[O:17])[CH2:22][CH2:23]1)[C:28]1[CH:29]=[CH:30][CH:31]=[CH:32][CH:33]=1. The catalyst class is: 9.